From a dataset of Forward reaction prediction with 1.9M reactions from USPTO patents (1976-2016). Predict the product of the given reaction. (1) Given the reactants [OH:1][CH2:2][C:3]1[C:4]([C:16]2[CH:21]=[CH:20][C:19]([O:22][C:23](=[O:31])[C:24]3[CH:29]=[CH:28][CH:27]=[CH:26][C:25]=3[CH3:30])=[CH:18][C:17]=2[O:32][CH3:33])=[CH:5][CH:6]=[C:7]2[C:12]=1[NH:11][C:10](=[O:13])[C:9]([CH3:15])([CH3:14])[NH:8]2.[CH3:34][O:35][C:36]1[CH:41]=[CH:40][C:39]([N+:42]([O-:44])=[O:43])=[CH:38][C:37]=1O.C(P(CCCC)CCCC)CCC.N(C(N1CCCCC1)=O)=NC(N1CCCCC1)=O.C1CCN(C(/N=N/C(N2CCCCC2)=O)=O)CC1, predict the reaction product. The product is: [CH3:33][O:32][C:17]1[CH:18]=[C:19]([O:22][C:23](=[O:31])[C:24]2[CH:29]=[CH:28][CH:27]=[CH:26][C:25]=2[CH3:30])[CH:20]=[CH:21][C:16]=1[C:4]1[C:3]([CH2:2][O:1][C:37]2[CH:38]=[C:39]([N+:42]([O-:44])=[O:43])[CH:40]=[CH:41][C:36]=2[O:35][CH3:34])=[C:12]2[C:7]([NH:8][C:9]([CH3:14])([CH3:15])[C:10](=[O:13])[NH:11]2)=[CH:6][CH:5]=1. (2) Given the reactants [CH3:1][C:2]1([CH2:7][NH2:8])[CH2:6][CH2:5][CH2:4][CH2:3]1.Cl[C:10]([O:12][CH2:13][CH3:14])=[O:11].O, predict the reaction product. The product is: [CH2:13]([O:12][C:10](=[O:11])[NH:8][CH2:7][C:2]1([CH3:1])[CH2:6][CH2:5][CH2:4][CH2:3]1)[CH3:14]. (3) Given the reactants [C:1]([N:5]1[CH2:10][CH2:9][N:8]([C:11]2[CH:16]=[CH:15][C:14]([N+:17]([O-])=O)=[CH:13][CH:12]=2)[CH2:7][CH2:6]1)([CH3:4])([CH3:3])[CH3:2].[Cl-].[NH4+], predict the reaction product. The product is: [C:1]([N:5]1[CH2:10][CH2:9][N:8]([C:11]2[CH:12]=[CH:13][C:14]([NH2:17])=[CH:15][CH:16]=2)[CH2:7][CH2:6]1)([CH3:4])([CH3:2])[CH3:3]. (4) Given the reactants [N:1]1([C:6]2[CH:11]=[CH:10][C:9]([CH:12]([O:17][CH3:18])[C:13]([O:15]C)=[O:14])=[CH:8][CH:7]=2)[CH:5]=[CH:4][CH:3]=[N:2]1.[OH-].[K+], predict the reaction product. The product is: [N:1]1([C:6]2[CH:7]=[CH:8][C:9]([CH:12]([O:17][CH3:18])[C:13]([OH:15])=[O:14])=[CH:10][CH:11]=2)[CH:5]=[CH:4][CH:3]=[N:2]1. (5) The product is: [N:68]1[C:63]2[NH:64][C:20]3[C:21]([C:62]=2[CH:60]=[CH:70][CH:69]=1)=[CH:22][CH:23]=[CH:24][CH:25]=3. Given the reactants CC(C)([O-])C.[Na+].[C:20]1(P([C:20]2[CH:25]=[CH:24][CH:23]=[CH:22][CH:21]=2)[C:20]2[CH:25]=[CH:24][CH:23]=[CH:22][CH:21]=2)[CH:25]=[CH:24][CH:23]=[CH:22][CH:21]=1.ClC1C(Cl)=CC=CN=1.NC1C=CC=CC=1.C1(P(C2CCCCC2)C2CCCCC2)CCCCC1.[CH2:60]1[CH2:70][CH2:69][N:68]2[C:63](=[N:64]CCC2)[CH2:62]C1, predict the reaction product. (6) Given the reactants [C@]12(CS(O)(=O)=O)C(C)(C)C(CC1)CC2=O.[NH2:16][C:17]1[CH:43]=[CH:42][C:20]([O:21][C:22]2[N:27]=[CH:26][N:25]=[C:24]([NH:28][C:29]([N:31]3[CH2:36][CH2:35][N:34]([CH:37]4[CH2:40][N:39]([CH3:41])[CH2:38]4)[CH2:33][CH2:32]3)=[O:30])[CH:23]=2)=[C:19]([F:44])[CH:18]=1.[F:45][C:46]1[CH:51]=[CH:50][C:49]([CH2:52][C:53]([N:55]=[C:56]=[S:57])=[O:54])=[CH:48][CH:47]=1, predict the reaction product. The product is: [F:44][C:19]1[CH:18]=[C:17]([NH:16][C:56]([NH:55][C:53](=[O:54])[CH2:52][C:49]2[CH:50]=[CH:51][C:46]([F:45])=[CH:47][CH:48]=2)=[S:57])[CH:43]=[CH:42][C:20]=1[O:21][C:22]1[N:27]=[CH:26][N:25]=[C:24]([NH:28][C:29]([N:31]2[CH2:32][CH2:33][N:34]([CH:37]3[CH2:40][N:39]([CH3:41])[CH2:38]3)[CH2:35][CH2:36]2)=[O:30])[CH:23]=1. (7) The product is: [OH:23][CH2:24][CH:25]([CH2:37][OH:38])[CH2:26][CH2:27][N:28]1[CH:35]=[C:34]([CH:1]=[CH2:2])[C:32](=[O:33])[NH:31][C:29]1=[O:30]. Given the reactants [C:1]1(P(C2C=CC=CC=2)C2C=CC=CC=2)C=CC=C[CH:2]=1.[OH-].[Ca+2].[OH-].[OH:23][CH2:24][CH:25]([CH2:37][OH:38])[CH2:26][CH2:27][N:28]1[CH:35]=[C:34](I)[C:32](=[O:33])[NH:31][C:29]1=[O:30].C(OC=C)(=O)C, predict the reaction product. (8) Given the reactants C1C([N+]([O-])=O)=CC=C([Cl-][C:11]([O-:13])=O)C=1.[F:14][CH:15]([F:46])[C:16]1[CH:17]=[C:18]([N:22]2[C:27]3[CH2:28][CH2:29][C:30](=[O:31])[C:26]=3[CH:25]([C:32]3[CH:39]=[CH:38][C:35]([C:36]#[N:37])=[CH:34][C:33]=3[S:40]([CH2:43][CH3:44])(=[O:42])=[O:41])[NH:24][C:23]2=[O:45])[CH:19]=[CH:20][CH:21]=1.C[CH2:48][N:49](C(C)C)C(C)C.CN.C(=O)(OC1C=CC([N+]([O-])=O)=CC=1)N, predict the reaction product. The product is: [CH3:48][NH:49][C:11]([N:24]1[CH:25]([C:32]2[CH:39]=[CH:38][C:35]([C:36]#[N:37])=[CH:34][C:33]=2[S:40]([CH2:43][CH3:44])(=[O:42])=[O:41])[C:26]2[C:30](=[O:31])[CH2:29][CH2:28][C:27]=2[N:22]([C:18]2[CH:19]=[CH:20][CH:21]=[C:16]([CH:15]([F:14])[F:46])[CH:17]=2)[C:23]1=[O:45])=[O:13]. (9) Given the reactants [NH:1]1[CH2:6][CH2:5][CH:4]([N:7]2[CH2:12][CH2:11][N:10]([C:13]3[S:14][CH:15]=[C:16]([C:18]4[CH:27]=[CH:26][C:25]5[C:24]([CH3:29])([CH3:28])[CH2:23][CH2:22][C:21]([CH3:31])([CH3:30])[C:20]=5[CH:19]=4)[N:17]=3)[CH2:9][CH2:8]2)[CH2:3][CH2:2]1.C([Si](C)(C)[O:37][CH2:38][CH:39]=O)(C)(C)C.Cl, predict the reaction product. The product is: [CH3:28][C:24]1([CH3:29])[CH2:23][CH2:22][C:21]([CH3:31])([CH3:30])[C:20]2[CH:19]=[C:18]([C:16]3[N:17]=[C:13]([N:10]4[CH2:11][CH2:12][N:7]([CH:4]5[CH2:5][CH2:6][N:1]([CH2:39][CH2:38][OH:37])[CH2:2][CH2:3]5)[CH2:8][CH2:9]4)[S:14][CH:15]=3)[CH:27]=[CH:26][C:25]1=2. (10) Given the reactants Br[CH:2]([CH:14]([CH3:16])[CH3:15])[CH2:3][N-:4][C:5]1[CH:10]=[C:9]([Cl:11])[CH:8]=[C:7]([Cl:12])[C:6]=1[OH:13].C(=O)([O-])[O-:18].[K+].[K+].Cl.O, predict the reaction product. The product is: [Cl:11][C:9]1[CH:8]=[C:7]([Cl:12])[C:6]2[O:13][CH:2]([CH:14]([CH3:16])[CH3:15])[C:3](=[O:18])[NH:4][C:5]=2[CH:10]=1.